Dataset: NCI-60 drug combinations with 297,098 pairs across 59 cell lines. Task: Regression. Given two drug SMILES strings and cell line genomic features, predict the synergy score measuring deviation from expected non-interaction effect. (1) Drug 1: CC12CCC3C(C1CCC2=O)CC(=C)C4=CC(=O)C=CC34C. Drug 2: C1=NC(=NC(=O)N1C2C(C(C(O2)CO)O)O)N. Cell line: HOP-92. Synergy scores: CSS=11.9, Synergy_ZIP=-0.895, Synergy_Bliss=-0.496, Synergy_Loewe=-2.46, Synergy_HSA=-0.160. (2) Drug 1: C1=CC(=CC=C1CCCC(=O)O)N(CCCl)CCCl. Drug 2: CC1C(C(CC(O1)OC2CC(CC3=C2C(=C4C(=C3O)C(=O)C5=C(C4=O)C(=CC=C5)OC)O)(C(=O)CO)O)N)O.Cl. Cell line: NCI/ADR-RES. Synergy scores: CSS=20.7, Synergy_ZIP=-0.721, Synergy_Bliss=6.43, Synergy_Loewe=3.56, Synergy_HSA=6.88.